From a dataset of Reaction yield outcomes from USPTO patents with 853,638 reactions. Predict the reaction yield, written as a fraction of the theoretical maximum amount of product (1.0 means a 100% yield; for example, 0.34 means a 34% yield). (1) The reactants are [F:1][C:2]1[C:3]([CH3:12])=[C:4]([C:10]#[N:11])[C:5](=[O:9])[NH:6][C:7]=1[CH3:8]. The catalyst is N.CO. The product is [NH2:11][CH2:10][C:4]1[C:5](=[O:9])[NH:6][C:7]([CH3:8])=[C:2]([F:1])[C:3]=1[CH3:12]. The yield is 0.200. (2) The reactants are [C:1]1([CH2:7][CH2:8][CH2:9][N:10]2[CH2:15][CH2:14][NH:13][CH2:12][CH2:11]2)[CH:6]=[CH:5][CH:4]=[CH:3][CH:2]=1.[CH2:16]=[CH:17][C:18](=[O:24])[CH2:19][CH2:20][CH2:21][CH2:22][CH3:23]. The catalyst is C(O)C.C(OCC)(=O)C.O. The product is [C:1]1([CH2:7][CH2:8][CH2:9][N:10]2[CH2:11][CH2:12][N:13]([CH2:16][CH2:17][C:18](=[O:24])[CH2:19][CH2:20][CH2:21][CH2:22][CH3:23])[CH2:14][CH2:15]2)[CH:6]=[CH:5][CH:4]=[CH:3][CH:2]=1. The yield is 0.810. (3) The reactants are [CH3:1][C:2]1[O:6][N:5]=[C:4]([C:7]2[CH:12]=[CH:11][CH:10]=[CH:9][CH:8]=2)[C:3]=1[C:13]1[N:14]=[CH:15][N:16]([C:18]2[CH:26]=[CH:25][C:21]([C:22](O)=[O:23])=[CH:20][CH:19]=2)[CH:17]=1.[CH:27]1([NH2:30])[CH2:29][CH2:28]1. No catalyst specified. The product is [CH:27]1([NH:30][C:22](=[O:23])[C:21]2[CH:20]=[CH:19][C:18]([N:16]3[CH:17]=[C:13]([C:3]4[C:4]([C:7]5[CH:8]=[CH:9][CH:10]=[CH:11][CH:12]=5)=[N:5][O:6][C:2]=4[CH3:1])[N:14]=[CH:15]3)=[CH:26][CH:25]=2)[CH2:29][CH2:28]1. The yield is 0.120. (4) The reactants are CI.[CH2:3]([N:5]1[C:14]2[C:9](=[CH:10][C:11]([OH:15])=[CH:12][CH:13]=2)[CH:8]=[CH:7][C:6]1=[O:16])[CH3:4].[C:17](=O)([O-])[O-].[K+].[K+]. The catalyst is CN(C=O)C. The product is [CH2:3]([N:5]1[C:14]2[C:9](=[CH:10][C:11]([O:15][CH3:17])=[CH:12][CH:13]=2)[CH:8]=[CH:7][C:6]1=[O:16])[CH3:4]. The yield is 0.940. (5) The reactants are [Cl:1][C:2]1[C:8]([O:9][C:10]2[CH:15]=[CH:14][C:13]([N+:16]([O-:18])=[O:17])=[CH:12][N:11]=2)=[CH:7][C:5]([NH2:6])=[C:4]([F:19])[CH:3]=1.[F:20][C:21]([F:32])([F:31])[C:22](O[C:22](=[O:23])[C:21]([F:32])([F:31])[F:20])=[O:23]. The catalyst is O1CCCC1. The product is [Cl:1][C:2]1[C:8]([O:9][C:10]2[CH:15]=[CH:14][C:13]([N+:16]([O-:18])=[O:17])=[CH:12][N:11]=2)=[CH:7][C:5]([NH:6][C:22](=[O:23])[C:21]([F:32])([F:31])[F:20])=[C:4]([F:19])[CH:3]=1. The yield is 0.920. (6) The reactants are [C:1]([NH:4][C:5]1[CH:6]=[CH:7][C:8]2[O:12][C:11]([CH:13]([NH:20][C:21]3[CH:26]=[CH:25][C:24]([C:27]([N:29]([CH3:37])[CH2:30][CH2:31][C:32]([O:34]CC)=[O:33])=[O:28])=[CH:23][CH:22]=3)[CH:14]3[CH2:19][CH2:18][CH2:17][CH2:16][CH2:15]3)=[C:10]([CH3:38])[C:9]=2[CH:39]=1)(=[O:3])[CH3:2].O1CCCC1.[OH-].[Li+]. The yield is 0.840. The catalyst is C(O)C. The product is [C:1]([NH:4][C:5]1[CH:6]=[CH:7][C:8]2[O:12][C:11]([CH:13]([NH:20][C:21]3[CH:22]=[CH:23][C:24]([C:27]([N:29]([CH3:37])[CH2:30][CH2:31][C:32]([OH:34])=[O:33])=[O:28])=[CH:25][CH:26]=3)[CH:14]3[CH2:19][CH2:18][CH2:17][CH2:16][CH2:15]3)=[C:10]([CH3:38])[C:9]=2[CH:39]=1)(=[O:3])[CH3:2].